This data is from Full USPTO retrosynthesis dataset with 1.9M reactions from patents (1976-2016). The task is: Predict the reactants needed to synthesize the given product. (1) Given the product [O:9]=[C:6]1[CH2:7][CH2:8][N:3]([CH2:11][C:12]2[CH:21]=[CH:20][C:15]([C:16]([O:18][CH3:19])=[O:17])=[CH:14][CH:13]=2)[CH2:4][CH2:5]1, predict the reactants needed to synthesize it. The reactants are: O.Cl.[NH:3]1[CH2:8][CH2:7][C:6](=[O:9])[CH2:5][CH2:4]1.Br[CH2:11][C:12]1[CH:21]=[CH:20][C:15]([C:16]([O:18][CH3:19])=[O:17])=[CH:14][CH:13]=1.C([O-])([O-])=O.[K+].[K+]. (2) Given the product [Br:19][C:5]1[CH:4]=[N:3][N:2]([CH3:1])[C:6]=1[C:7]1[CH:8]=[C:9]([C:15]([O:17][CH3:18])=[O:16])[S:10][C:11]=1[CH2:12][CH2:13][CH3:14], predict the reactants needed to synthesize it. The reactants are: [CH3:1][N:2]1[C:6]([C:7]2[CH:8]=[C:9]([C:15]([O:17][CH3:18])=[O:16])[S:10][C:11]=2[CH2:12][CH2:13][CH3:14])=[CH:5][CH:4]=[N:3]1.[Br:19]N1C(=O)CCC1=O. (3) Given the product [C:28]([O:31][CH2:32][C:33]1[C:34]([C:15]2[CH:16]=[C:11]([NH:10][C:2]3[CH:3]=[C:4]4[N:9]([N:1]=3)[CH2:8][CH2:7][O:6][CH2:5]4)[C:12](=[O:27])[N:13]([CH3:26])[CH:14]=2)=[CH:35][CH:36]=[CH:37][C:38]=1[N:39]1[CH2:50][CH2:49][N:48]2[C:41](=[CH:42][C:43]3[CH2:44][C:45]([CH3:52])([CH3:51])[CH2:46][C:47]=32)[C:40]1=[O:53])(=[O:30])[CH3:29], predict the reactants needed to synthesize it. The reactants are: [N:1]1[N:9]2[C:4]([CH2:5][O:6][CH2:7][CH2:8]2)=[CH:3][C:2]=1[NH:10][C:11]1[C:12](=[O:27])[N:13]([CH3:26])[CH:14]=[C:15](B2OC(C)(C)C(C)(C)O2)[CH:16]=1.[C:28]([O:31][CH2:32][C:33]1[C:38]([N:39]2[CH2:50][CH2:49][N:48]3[C:41](=[CH:42][C:43]4[CH2:44][C:45]([CH3:52])([CH3:51])[CH2:46][C:47]=43)[C:40]2=[O:53])=[CH:37][CH:36]=[CH:35][C:34]=1Br)(=[O:30])[CH3:29].C(=O)([O-])[O-].[Na+].[Na+].C([O-])(=O)C. (4) Given the product [CH:7]1([NH:10][C:11]([C:13]2[CH:18]=[C:17]([C:19]3[C:20]([C:28]([NH:30][C:31]4[S:32][CH:33]=[CH:34][N:35]=4)=[O:29])=[CH:21][C:22]([C:25]([NH:6][CH2:1][CH2:2][CH:3]([CH3:5])[CH3:4])=[O:26])=[CH:23][CH:24]=3)[C:16]([CH3:36])=[C:15]([F:37])[CH:14]=2)=[O:12])[CH2:9][CH2:8]1, predict the reactants needed to synthesize it. The reactants are: [CH2:1]([NH2:6])[CH2:2][CH:3]([CH3:5])[CH3:4].[CH:7]1([NH:10][C:11]([C:13]2[CH:14]=[C:15]([F:37])[C:16]([CH3:36])=[C:17]([C:19]3[CH:24]=[CH:23][C:22]([C:25](O)=[O:26])=[CH:21][C:20]=3[C:28]([NH:30][C:31]3[S:32][CH:33]=[CH:34][N:35]=3)=[O:29])[CH:18]=2)=[O:12])[CH2:9][CH2:8]1.Cl.CN(C)CCCN=C=NCC.CCOC(C)=O. (5) Given the product [ClH:2].[Cl:14][C:6]1[C:7]([NH:9][CH2:10][CH:11]2[CH2:13][CH2:12]2)=[N:8][C:3]([NH:23][C:22]2[CH:21]=[CH:20][C:19]([O:18][CH:15]([CH3:17])[CH3:16])=[CH:25][CH:24]=2)=[N:4][CH:5]=1, predict the reactants needed to synthesize it. The reactants are: Cl.[Cl:2][C:3]1[N:8]=[C:7]([NH:9][CH2:10][CH:11]2[CH2:13][CH2:12]2)[C:6]([Cl:14])=[CH:5][N:4]=1.[CH:15]([O:18][C:19]1[CH:25]=[CH:24][C:22]([NH2:23])=[CH:21][CH:20]=1)([CH3:17])[CH3:16].